This data is from Forward reaction prediction with 1.9M reactions from USPTO patents (1976-2016). The task is: Predict the product of the given reaction. (1) Given the reactants BrC1C=C[C:9]2[N:8]=[CH:7][C:6]3[N:12]([CH3:23])[C:13](=[O:22])[N:14]([C:15]4C(C)=NN(C)C=4)[C:5]=3[C:4]=2C=1.[Br:24]C1C=C([N+]([O-])=O)C(OC)=NC=1, predict the reaction product. The product is: [Br:24][C:4]1[CH:5]=[C:6]2[N:12]([CH3:23])[C:13](=[O:22])[N:14]([CH3:15])[C:7]2=[N:8][CH:9]=1. (2) Given the reactants [CH:1]1([C:4]([NH:6][C:7]2[CH:8]=[C:9]([C:13]3[CH:22]=[N:21][C:20]4[C:19]([N:23]5[CH2:28][CH2:27][O:26][CH2:25][CH2:24]5)=[N:18][C:17]([C:29]5[CH:30]=[N:31][C:32]([NH:35]C(=O)OC(C)(C)C)=[N:33][CH:34]=5)=[N:16][C:15]=4[CH:14]=3)[CH:10]=[CH:11][CH:12]=2)=[O:5])[CH2:3][CH2:2]1.C(Cl)Cl.FC(F)(F)C(O)=O.CO, predict the reaction product. The product is: [NH2:35][C:32]1[N:31]=[CH:30][C:29]([C:17]2[N:18]=[C:19]([N:23]3[CH2:24][CH2:25][O:26][CH2:27][CH2:28]3)[C:20]3[N:21]=[CH:22][C:13]([C:9]4[CH:8]=[C:7]([NH:6][C:4]([CH:1]5[CH2:2][CH2:3]5)=[O:5])[CH:12]=[CH:11][CH:10]=4)=[CH:14][C:15]=3[N:16]=2)=[CH:34][N:33]=1. (3) Given the reactants [Cl:1][C:2]1[CH:7]=[C:6]2[NH:8][C:9](=[O:32])[C:10]3([CH:15]([C:16]4[CH:21]=[CH:20][CH:19]=[C:18]([Cl:22])[CH:17]=4)[CH2:14][C:13](=O)[NH:12][CH:11]3[C:24]3[CH:29]=[CH:28][C:27]([F:30])=[C:26]([F:31])[CH:25]=3)[C:5]2=[CH:4][CH:3]=1.COC1C=CC(P2(=S)SP(=S)(C3C=CC(OC)=CC=3)[S:42]2)=CC=1, predict the reaction product. The product is: [Cl:1][C:2]1[CH:7]=[C:6]2[NH:8][C:9](=[O:32])[C:10]3([CH:15]([C:16]4[CH:21]=[CH:20][CH:19]=[C:18]([Cl:22])[CH:17]=4)[CH2:14][C:13](=[S:42])[NH:12][CH:11]3[C:24]3[CH:29]=[CH:28][C:27]([F:30])=[C:26]([F:31])[CH:25]=3)[C:5]2=[CH:4][CH:3]=1.